Dataset: Full USPTO retrosynthesis dataset with 1.9M reactions from patents (1976-2016). Task: Predict the reactants needed to synthesize the given product. (1) Given the product [CH:1]1([C:4]2[CH:5]=[N:6][C:7]([NH:14][C:21]3[CH:22]=[C:23]4[C:27](=[CH:28][CH:29]=3)[N:26]([CH2:30][C:31]3[CH:36]=[CH:35][CH:34]=[C:33]([F:37])[CH:32]=3)[CH:25]=[CH:24]4)=[C:8]([CH:13]=2)[C:9]([OH:11])=[O:10])[CH2:3][CH2:2]1, predict the reactants needed to synthesize it. The reactants are: [CH:1]1([C:4]2[CH:5]=[N:6][C:7]([N:14]([C:21]3[CH:22]=[C:23]4[C:27](=[CH:28][CH:29]=3)[N:26]([CH2:30][C:31]3[CH:36]=[CH:35][CH:34]=[C:33]([F:37])[CH:32]=3)[CH:25]=[CH:24]4)C(=O)C(F)(F)F)=[C:8]([CH:13]=2)[C:9]([O:11]C)=[O:10])[CH2:3][CH2:2]1.[OH-].[Na+]. (2) Given the product [CH3:1][C:2]1[CH:7]=[C:6]([CH3:8])[CH:5]=[CH:4][C:3]=1[N:9]([CH2:21][CH:22]([CH3:24])[CH3:23])[S:10]([C:13]1[CH:18]=[CH:17][CH:16]=[C:15]([OH:19])[CH:14]=1)(=[O:11])=[O:12], predict the reactants needed to synthesize it. The reactants are: [CH3:1][C:2]1[CH:7]=[C:6]([CH3:8])[CH:5]=[CH:4][C:3]=1[N:9]([CH2:21][CH:22]([CH3:24])[CH3:23])[S:10]([C:13]1[CH:18]=[CH:17][CH:16]=[C:15]([O:19]C)[CH:14]=1)(=[O:12])=[O:11].B(Br)(Br)Br.O.